From a dataset of Experimentally validated miRNA-target interactions with 360,000+ pairs, plus equal number of negative samples. Binary Classification. Given a miRNA mature sequence and a target amino acid sequence, predict their likelihood of interaction. (1) The miRNA is hsa-miR-4721 with sequence UGAGGGCUCCAGGUGACGGUGG. The protein sequence of the target gene is MQRPEAWPRPHPGEGAAAAQAGGPAPPARAGEPSGLRLQEPSLYTIKAVFILDNDGRRLLAKYYDDTFPSMKEQMVFEKNVFNKTSRTESEIAFFGGMTIVYKNSIDLFLYVVGSSYENELMLMSVLTCLFESLNHMLRKNVEKRWLLENMDGAFLVLDEIVDGGVILESDPQQVIQKVNFRADDGGLTEQSVAQVLQSAKEQIKWSLLK. Result: 0 (no interaction). (2) The miRNA is hsa-miR-619-5p with sequence GCUGGGAUUACAGGCAUGAGCC. The protein sequence of the target gene is MLALRCGPRLLGLLSGPRSAPLLLSATRTCSDGGARGANSSSGNPLVYLDVGADGQPLGRVVLELKADVVPKTAENFRALCTGEKGFGYKGSTFHRVIPAFMCQAGDFTNHNGTGGRSIYGSRFPDENFTLKHVGPGVLSMANAGPNTNGSQFFICTIKTDWLDGKHVVFGHVKEGMDVVKKIESFGSKSGKTSKKIVITDCGQLS. Result: 0 (no interaction). (3) The miRNA is mmu-miR-467f with sequence AUAUACACACACACACCUACA. The protein sequence of the target gene is MPKVKSGAIGRRRGRQEQRRELKSAGGLMFNTGIGQHILKNPLIINSIIDKAALRPTDVVLEVGPGTGNMTVKLLEKAKKVVACELDPRLVAELHKRVQGTPVASKLQVLVGDVLKTDLPFFDTCVANLPYQISSPFVFKLLLHRPFFRCAILMFQREFALRLVAKPGDKLYCRLSINTQLLARVDHLMKVGKNNFRPPPKVESSVVRIEPKNPPPPINFQEWDGLVRITFVRKNKTLSAAFKSSAVQQLLEKNYRIHCSVHNIIIPEDFSIADKIQQILTSTGFSDKRARSMDIDDFIR.... Result: 0 (no interaction).